Predict which catalyst facilitates the given reaction. From a dataset of Catalyst prediction with 721,799 reactions and 888 catalyst types from USPTO. (1) Reactant: Cl.[CH3:2][C:3]1[N:7]=[C:6]([C@:8]23[CH2:13][C@H:12]2[CH2:11][N:10](C(OC(C)(C)C)=O)[CH2:9]3)[O:5][N:4]=1. Product: [C@:8]12([C:6]3[O:5][N:4]=[C:3]([CH3:2])[N:7]=3)[CH2:13][C@H:12]1[CH2:11][NH:10][CH2:9]2. The catalyst class is: 8. (2) Reactant: [Cl:1][C:2]1[CH:3]=[C:4]2[C:8](=[CH:9][CH:10]=1)[NH:7][N:6]=[CH:5]2.[Br:11]Br.[O-]S([O-])(=S)=O.[Na+].[Na+]. Product: [Br:11][C:5]1[C:4]2[C:8](=[CH:9][CH:10]=[C:2]([Cl:1])[CH:3]=2)[NH:7][N:6]=1. The catalyst class is: 3. (3) Reactant: C([O:5][C:6](=[O:39])[CH2:7][O:8][C:9]1[CH:14]=[C:13]([Cl:15])[C:12]([C:16]2[CH:17]=[N:18][C:19]([C:24]([F:27])([F:26])[F:25])=[CH:20][C:21]=2[C:22]#[N:23])=[CH:11][C:10]=1[S:28](=[O:38])(=[O:37])[N:29]([CH3:36])[C:30]1[CH:35]=[CH:34][CH:33]=[CH:32][CH:31]=1)(C)(C)C.C(O)(C(F)(F)F)=O. Product: [Cl:15][C:13]1[C:12]([C:16]2[CH:17]=[N:18][C:19]([C:24]([F:27])([F:25])[F:26])=[CH:20][C:21]=2[C:22]#[N:23])=[CH:11][C:10]([S:28](=[O:38])(=[O:37])[N:29]([CH3:36])[C:30]2[CH:35]=[CH:34][CH:33]=[CH:32][CH:31]=2)=[C:9]([CH:14]=1)[O:8][CH2:7][C:6]([OH:39])=[O:5]. The catalyst class is: 2. (4) Reactant: Cl.[NH2:2][C@H:3]([C:8]([O:10][CH3:11])=[O:9])[C@H:4]([CH2:6][CH3:7])[CH3:5].[C:12]([O:16][C:17]([NH:19][CH2:20][C:21](O)=[O:22])=[O:18])([CH3:15])([CH3:14])[CH3:13].C(N(CC)CC)C.CN(C(ON1N=NC2C=CC=CC1=2)=[N+](C)C)C.[B-](F)(F)(F)F. Product: [C:12]([O:16][C:17]([NH:19][CH2:20][C:21]([NH:2][C@H:3]([C:8]([O:10][CH3:11])=[O:9])[C@H:4]([CH2:6][CH3:7])[CH3:5])=[O:22])=[O:18])([CH3:15])([CH3:14])[CH3:13]. The catalyst class is: 7. (5) Reactant: C[O:2][C:3]1[CH:4]=[C:5]2[C:9](=[CH:10][CH:11]=1)[C@H:8]([CH2:12][C:13]([O:15][CH2:16][CH3:17])=[O:14])[CH2:7][CH2:6]2.CCS. Product: [OH:2][C:3]1[CH:4]=[C:5]2[C:9](=[CH:10][CH:11]=1)[C@H:8]([CH2:12][C:13]([O:15][CH2:16][CH3:17])=[O:14])[CH2:7][CH2:6]2. The catalyst class is: 2. (6) Reactant: [CH:1]([N:4]1[CH:8]=[C:7]([N+:9]([O-])=O)[N:6]=[CH:5]1)([CH3:3])[CH3:2].[H][H].[Cl:14][C:15]1[N:20]=[C:19](Cl)[N:18]=[C:17]([Cl:22])[N:16]=1. Product: [Cl:14][C:15]1[N:16]=[C:17]([Cl:22])[N:18]=[C:19]([NH:9][C:7]2[N:6]=[CH:5][N:4]([CH:1]([CH3:3])[CH3:2])[CH:8]=2)[N:20]=1. The catalyst class is: 29. (7) Reactant: [Br:1][C:2]1[CH:3]=[CH:4][C:5]([NH2:8])=[N:6][CH:7]=1.[K].Cl[C:11](=[CH:17]O)[C:12]([O:14][CH2:15][CH3:16])=[O:13].S(=O)(=O)(O)O. Product: [Br:1][C:2]1[CH:3]=[CH:4][C:5]2[N:6]([C:11]([C:12]([O:14][CH2:15][CH3:16])=[O:13])=[CH:17][N:8]=2)[CH:7]=1. The catalyst class is: 14. (8) Reactant: [CH2:1]([C:5]1[CH:6]=[C:7]2[C:12](=[C:13]([O:15][CH:16]3[CH2:21][CH2:20][NH:19][CH2:18][CH2:17]3)[CH:14]=1)[N:11]=[CH:10][CH:9]=[CH:8]2)[CH2:2][CH2:3][CH3:4].[S:22]1(=[O:28])(=[O:27])[CH:26]=[CH:25][CH2:24][CH2:23]1.CO. Product: [CH2:1]([C:5]1[CH:6]=[C:7]2[C:12](=[C:13]([O:15][CH:16]3[CH2:17][CH2:18][N:19]([CH:24]4[CH2:25][CH2:26][S:22](=[O:28])(=[O:27])[CH2:23]4)[CH2:20][CH2:21]3)[CH:14]=1)[N:11]=[CH:10][CH:9]=[CH:8]2)[CH2:2][CH2:3][CH3:4]. The catalyst class is: 1. (9) Reactant: C(OC([NH:8][C@@H:9]([CH:21]([CH3:23])[CH3:22])/[CH:10]=[C:11](\[CH2:17][CH2:18][CH2:19][CH3:20])/[C:12]([O:14][CH2:15][CH3:16])=[O:13])=O)(C)(C)C.[ClH:24]. Product: [ClH:24].[NH2:8][C@@H:9]([CH:21]([CH3:23])[CH3:22])/[CH:10]=[C:11](\[CH2:17][CH2:18][CH2:19][CH3:20])/[C:12]([O:14][CH2:15][CH3:16])=[O:13]. The catalyst class is: 12. (10) Reactant: [Cl:1][C:2]1[N:3]=[C:4]([C:9]([NH:11][C:12]2[CH:13]=[C:14]3[C:18](=[CH:19][CH:20]=2)[CH2:17][N:16]([C:21]([C@@H:23]2[CH2:25][C@H:24]2[C:26]([O:28]CC)=[O:27])=[O:22])[CH2:15]3)=[O:10])[NH:5][C:6]=1[CH2:7][CH3:8].[OH-].[Li+]. Product: [Cl:1][C:2]1[N:3]=[C:4]([C:9]([NH:11][C:12]2[CH:13]=[C:14]3[C:18](=[CH:19][CH:20]=2)[CH2:17][N:16]([C:21]([C@@H:23]2[CH2:25][C@H:24]2[C:26]([OH:28])=[O:27])=[O:22])[CH2:15]3)=[O:10])[NH:5][C:6]=1[CH2:7][CH3:8]. The catalyst class is: 138.